From a dataset of Forward reaction prediction with 1.9M reactions from USPTO patents (1976-2016). Predict the product of the given reaction. (1) Given the reactants C(OC(=O)[NH:7][C:8]1[CH:13]=[CH:12][C:11]([O:14][C:15]2[CH:20]=[CH:19][C:18]([NH:21][C:22]([C:24]3[S:25][CH:26]=[CH:27][CH:28]=3)=[O:23])=[CH:17][C:16]=2[NH:29][C:30]2[C:31]3[CH:39]=[CH:38][C:37]([CH:40]([CH3:42])[CH3:41])=[N:36][C:32]=3[N:33]=[CH:34][N:35]=2)=[CH:10][CH:9]=1)(C)(C)C, predict the reaction product. The product is: [NH2:7][C:8]1[CH:13]=[CH:12][C:11]([O:14][C:15]2[CH:20]=[CH:19][C:18]([NH:21][C:22]([C:24]3[S:25][CH:26]=[CH:27][CH:28]=3)=[O:23])=[CH:17][C:16]=2[NH:29][C:30]2[C:31]3[CH:39]=[CH:38][C:37]([CH:40]([CH3:41])[CH3:42])=[N:36][C:32]=3[N:33]=[CH:34][N:35]=2)=[CH:10][CH:9]=1. (2) Given the reactants [O:1]1[C:5](=[O:6])[CH2:4][C@H:3]2[CH:7]=[CH:8][CH2:9][C@@H:2]12.[CH2:10]=O.S(=O)(=O)(O)O.[C:17]([O-:20])(=[O:19])[CH3:18].[Na+].[C:22]([OH:25])(=[O:24])[CH3:23], predict the reaction product. The product is: [C:17]([O:20][CH:8]1[CH2:9][CH:2]2[O:1][C:5](=[O:6])[CH2:4][CH:3]2[CH:7]1[CH2:10][O:24][C:22](=[O:25])[CH3:23])(=[O:19])[CH3:18]. (3) Given the reactants [CH2:1]([S:3][C:4]1[N:5]([CH3:15])[C:6]([CH:9]=[C:10]([C:13]#[N:14])[C:11]#[N:12])=[CH:7][N:8]=1)[CH3:2].[BH4-].[Na+].Cl, predict the reaction product. The product is: [CH2:1]([S:3][C:4]1[N:5]([CH3:15])[C:6]([CH2:9][CH:10]([C:11]#[N:12])[C:13]#[N:14])=[CH:7][N:8]=1)[CH3:2]. (4) Given the reactants [CH3:1][C:2](=[N+]=[N-])[C:3]([C:5]1[CH:10]=[CH:9][C:8]([O:11][CH3:12])=[CH:7][CH:6]=1)=[O:4].[CH3:15][O:16][C:17]1[O:18]C=[CH:20][CH:21]=1, predict the reaction product. The product is: [CH3:12][O:11][C:8]1[CH:9]=[CH:10][C:5]([C:3](=[O:4])/[CH:2]=[CH:1]/[CH:20]=[CH:21]\[C:17]([O:16][CH3:15])=[O:18])=[CH:6][CH:7]=1. (5) Given the reactants C[O:2][C:3]1[CH:4]=[C:5]([CH:13]=[CH:14][C:15]2[CH:20]=[CH:19][CH:18]=[CH:17][CH:16]=2)[CH:6]=[C:7]([O:11]C)[C:8]=1[CH2:9][CH3:10].B(Br)(Br)Br, predict the reaction product. The product is: [CH2:9]([C:8]1[C:7]([OH:11])=[CH:6][C:5]([CH:13]=[CH:14][C:15]2[CH:20]=[CH:19][CH:18]=[CH:17][CH:16]=2)=[CH:4][C:3]=1[OH:2])[CH3:10]. (6) Given the reactants F[C:2]1[CH:7]=[CH:6][C:5]([C:8]2[O:12][C:11]([C:13]3[C:22]([N:23]([CH3:27])[CH:24]([CH3:26])[CH3:25])=[N:21][C:20]4[C:15](=[CH:16][CH:17]=[C:18]([C:28]([O:30]C)=[O:29])[CH:19]=4)[N:14]=3)=[CH:10][CH:9]=2)=[CH:4][CH:3]=1.[OH-].[Na+], predict the reaction product. The product is: [CH3:27][N:23]([CH:24]([CH3:26])[CH3:25])[C:22]1[C:13]([C:11]2[O:12][C:8]([C:5]3[CH:6]=[CH:7][CH:2]=[CH:3][CH:4]=3)=[CH:9][CH:10]=2)=[N:14][C:15]2[C:20]([N:21]=1)=[CH:19][C:18]([C:28]([OH:30])=[O:29])=[CH:17][CH:16]=2. (7) Given the reactants Br.[OH:2][C:3]1[CH:8]=[CH:7][C:6]([CH2:9][CH2:10][CH2:11][CH2:12][NH2:13])=[CH:5][CH:4]=1.O.C(=O)(O)[O-].[Na+].Cl[C:21]([O:23][CH2:24][C:25]1[CH:30]=[CH:29][CH:28]=[CH:27][CH:26]=1)=[O:22], predict the reaction product. The product is: [C:21]([NH:13][CH2:12][CH2:11][CH2:10][CH2:9][C:6]1[CH:5]=[CH:4][C:3]([OH:2])=[CH:8][CH:7]=1)([O:23][CH2:24][C:25]1[CH:30]=[CH:29][CH:28]=[CH:27][CH:26]=1)=[O:22].